Predict the product of the given reaction. From a dataset of Forward reaction prediction with 1.9M reactions from USPTO patents (1976-2016). (1) Given the reactants S(S([O-])=O)([O-])=O.[Na+].[Na+].[C:9]([O:13][C:14]([N:16]1[C:24]2[C:19](=[C:20]([NH:30][C:31]3[CH:36]=[CH:35][C:34]([I:37])=[CH:33][C:32]=3[F:38])[C:21]([N+:27]([O-])=O)=[C:22]([O:25][CH3:26])[CH:23]=2)[CH:18]=[N:17]1)=[O:15])([CH3:12])([CH3:11])[CH3:10].C1COCC1.C(=O)([O-])O.[Na+], predict the reaction product. The product is: [C:9]([O:13][C:14]([N:16]1[C:24]2[C:19](=[C:20]([NH:30][C:31]3[CH:36]=[CH:35][C:34]([I:37])=[CH:33][C:32]=3[F:38])[C:21]([NH2:27])=[C:22]([O:25][CH3:26])[CH:23]=2)[CH:18]=[N:17]1)=[O:15])([CH3:12])([CH3:10])[CH3:11]. (2) Given the reactants CC1(C)[O:6][CH:5]([CH2:7][O:8][C:9]2[CH:10]=[CH:11][C:12]([CH3:35])=[C:13]([C:15]([C:17]3[CH:22]=[CH:21][C:20]([NH:23][C:24]4[CH:29]=[CH:28][C:27]([F:30])=[CH:26][C:25]=4[CH3:31])=[CH:19][C:18]=3[N+:32]([O-:34])=[O:33])=[O:16])[CH:14]=2)[CH2:4][O:3]1.Cl, predict the reaction product. The product is: [OH:6][CH:5]([CH2:4][OH:3])[CH2:7][O:8][C:9]1[CH:10]=[CH:11][C:12]([CH3:35])=[C:13]([C:15]([C:17]2[CH:22]=[CH:21][C:20]([NH:23][C:24]3[CH:29]=[CH:28][C:27]([F:30])=[CH:26][C:25]=3[CH3:31])=[CH:19][C:18]=2[N+:32]([O-:34])=[O:33])=[O:16])[CH:14]=1. (3) Given the reactants [O:1]=[C:2]([CH:7]1[CH2:12][CH2:11][CH2:10][NH:9][N:8]1[CH2:13][C:14]1[CH:19]=[CH:18][CH:17]=[CH:16][CH:15]=1)[C:3]([O:5]C)=O.[CH3:20][C:21]([Mg]Cl)([CH3:24])[CH2:22][CH3:23].[Cl-].[NH4+], predict the reaction product. The product is: [CH3:20][C:21]([CH3:24])([CH2:22][CH3:23])[C:3](=[O:5])[C:2]([CH:7]1[CH2:12][CH2:11][CH2:10][NH:9][N:8]1[CH2:13][C:14]1[CH:19]=[CH:18][CH:17]=[CH:16][CH:15]=1)=[O:1]. (4) Given the reactants [H-].[Na+].CN(C)C=O.[F:8][C:9]([F:20])([F:19])[C:10]1[CH:18]=[CH:17][C:13]([C:14]([OH:16])=[O:15])=[CH:12][CH:11]=1.[CH2:21]([O:23][C:24](=[O:32])[CH:25](Cl)[C:26](=[O:30])[CH:27]([CH3:29])[CH3:28])[CH3:22], predict the reaction product. The product is: [CH2:21]([O:23][C:24]([CH:25]([O:15][C:14](=[O:16])[C:13]1[CH:17]=[CH:18][C:10]([C:9]([F:19])([F:20])[F:8])=[CH:11][CH:12]=1)[C:26](=[O:30])[CH:27]([CH3:29])[CH3:28])=[O:32])[CH3:22]. (5) Given the reactants CS(O[CH2:6][CH:7]1[O:11][N:10]=[C:9]([C:12]2[CH:17]=[CH:16][C:15]([Br:18])=[CH:14][CH:13]=2)[CH2:8]1)(=O)=O.[C-]#N.[Na+].[CH3:22][N:23](C)C=O, predict the reaction product. The product is: [Br:18][C:15]1[CH:16]=[CH:17][C:12]([C:9]2[CH2:8][CH:7]([CH2:6][C:22]#[N:23])[O:11][N:10]=2)=[CH:13][CH:14]=1. (6) Given the reactants [O:1]1[CH2:6][CH2:5][N:4]([C:7]2[C:8]3[N:9]([CH:13]=[C:14]([CH2:16][OH:17])[N:15]=3)[CH:10]=[CH:11][N:12]=2)[CH2:3][CH2:2]1.CC1(C)C(C)(C)OB([C:26]2[CH:27]=[CH:28][C:29]([N:32]3[CH2:37][CH2:36][N:35]([C:38]([O:40][C:41]([CH3:44])([CH3:43])[CH3:42])=[O:39])[CH2:34][CH2:33]3)=[N:30][CH:31]=2)O1, predict the reaction product. The product is: [OH:17][CH2:16][C:14]1[N:15]=[C:8]2[C:7]([N:4]3[CH2:3][CH2:2][O:1][CH2:6][CH2:5]3)=[N:12][CH:11]=[C:10]([C:26]3[CH:27]=[CH:28][C:29]([N:32]4[CH2:37][CH2:36][N:35]([C:38]([O:40][C:41]([CH3:44])([CH3:43])[CH3:42])=[O:39])[CH2:34][CH2:33]4)=[N:30][CH:31]=3)[N:9]2[CH:13]=1.